This data is from Experimentally validated miRNA-target interactions with 360,000+ pairs, plus equal number of negative samples. The task is: Binary Classification. Given a miRNA mature sequence and a target amino acid sequence, predict their likelihood of interaction. The miRNA is mmu-miR-297b-3p with sequence UAUACAUACACACAUACCCAUA. The protein sequence of the target gene is MDSVEKGAATSVSNPRGRPSRGRPPKLQRNSRGGQGRGVEKPPHLAALILARGGSKGIPLKNIKHLAGVPLIGWVLRAALDSGAFQSVWVSTDHDEIENVAKQFGAQVHRRSSEVSKDSSTSLDAIIEFLNYHNEVDIVGNIQATSPCLHPTDLQKVAEMIREEGYDSVFSVVRRHQFRWSEIQKGVREVTEPLNLNPAKRPRRQDWDGELYENGSFYFAKRHLIEMGYLQGGKMAYYEMRAEHSVDIDVDIDWPIAEQRVLRYGYFGKEKLKEIKLLVCNIDGCLTNGHIYVSGDQKEI.... Result: 0 (no interaction).